Dataset: Peptide-MHC class II binding affinity with 134,281 pairs from IEDB. Task: Regression. Given a peptide amino acid sequence and an MHC pseudo amino acid sequence, predict their binding affinity value. This is MHC class II binding data. (1) The peptide sequence is INKGILVTVNPIAST. The MHC is DRB1_0901 with pseudo-sequence DRB1_0901. The binding affinity (normalized) is 0.531. (2) The peptide sequence is FEFNKKAIETLNDNT. The MHC is DRB1_0404 with pseudo-sequence DRB1_0404. The binding affinity (normalized) is 0.443.